Dataset: Forward reaction prediction with 1.9M reactions from USPTO patents (1976-2016). Task: Predict the product of the given reaction. (1) Given the reactants [C:1]([C:3]1[CH:11]=[CH:10][C:6]([C:7]([OH:9])=O)=[CH:5][C:4]=1[CH3:12])#[N:2].[NH:13]1[C:19]2[CH:20]=[CH:21][CH:22]=[CH:23][C:18]=2[NH:17][CH2:16][CH2:15][CH2:14]1, predict the reaction product. The product is: [C:1]([C:3]1[CH:11]=[CH:10][C:6]([C:7]([N:13]2[C:19]3[CH:20]=[CH:21][CH:22]=[CH:23][C:18]=3[NH:17][CH2:16][CH2:15][CH2:14]2)=[O:9])=[CH:5][C:4]=1[CH3:12])#[N:2]. (2) Given the reactants [Cl:1][C:2]1[CH:3]=[CH:4][C:5]2[N:6]=[C:7]([CH2:20]Cl)[N:8]3[C:16]4[CH:15]=[CH:14][CH:13]=[C:12]([F:17])[C:11]=4[CH:10]=[C:9]3[C:18]=2[N:19]=1.[F:22][CH:23]1[CH2:26][NH:25][CH2:24]1.C([O-])([O-])=O.[K+].[K+].O, predict the reaction product. The product is: [Cl:1][C:2]1[CH:3]=[CH:4][C:5]2[N:6]=[C:7]([CH2:20][N:25]3[CH2:26][CH:23]([F:22])[CH2:24]3)[N:8]3[C:16]4[CH:15]=[CH:14][CH:13]=[C:12]([F:17])[C:11]=4[CH:10]=[C:9]3[C:18]=2[N:19]=1. (3) Given the reactants [CH3:1][O:2][C:3]([C:5]1[N:6]([CH3:29])[C:7]([N:23]2[CH2:28][CH2:27][NH:26][CH2:25][CH2:24]2)=[C:8]([C:17]2[CH:22]=[CH:21][N:20]=[CH:19][CH:18]=2)[C:9]=1[C:10]1[CH:15]=[CH:14][C:13]([F:16])=[CH:12][CH:11]=1)=[O:4].[CH2:30]([N:32]=[C:33]=[O:34])[CH3:31], predict the reaction product. The product is: [CH3:1][O:2][C:3]([C:5]1[N:6]([CH3:29])[C:7]([N:23]2[CH2:28][CH2:27][N:26]([C:33]([NH:32][CH2:30][CH3:31])=[O:34])[CH2:25][CH2:24]2)=[C:8]([C:17]2[CH:22]=[CH:21][N:20]=[CH:19][CH:18]=2)[C:9]=1[C:10]1[CH:15]=[CH:14][C:13]([F:16])=[CH:12][CH:11]=1)=[O:4]. (4) Given the reactants [C:1]([O:5][C:6](=[O:43])[C:7]1[CH:12]=[C:11]([O:13][CH2:14][CH2:15][CH2:16][CH2:17][CH2:18][CH2:19][C:20]2[CH:25]=[CH:24][CH:23]=[C:22]([O:26][CH2:27][CH2:28][CH2:29][C:30]([O:32][CH2:33][CH3:34])=[O:31])[C:21]=2[CH2:35][CH2:36][C:37]([O:39][CH2:40][CH3:41])=[O:38])[CH:10]=[C:9](Br)[CH:8]=1)([CH3:4])([CH3:3])[CH3:2].C(=O)([O-])[O-].[Na+].[Na+].[CH3:50][C:51]1[C:52](B(O)O)=[CH:53][S:54][CH:55]=1, predict the reaction product. The product is: [C:1]([O:5][C:6](=[O:43])[C:7]1[CH:8]=[C:9]([C:52]2[C:51]([CH3:50])=[CH:55][S:54][CH:53]=2)[CH:10]=[C:11]([O:13][CH2:14][CH2:15][CH2:16][CH2:17][CH2:18][CH2:19][C:20]2[CH:25]=[CH:24][CH:23]=[C:22]([O:26][CH2:27][CH2:28][CH2:29][C:30]([O:32][CH2:33][CH3:34])=[O:31])[C:21]=2[CH2:35][CH2:36][C:37]([O:39][CH2:40][CH3:41])=[O:38])[CH:12]=1)([CH3:4])([CH3:3])[CH3:2]. (5) Given the reactants [CH3:1][O:2][C:3]1[CH:4]=[CH:5][C:6]2[CH:10]=[C:9](B(O)O)[S:8][C:7]=2[CH:14]=1.Cl[C:16]1[CH:21]=[CH:20][N:19]=[C:18]([NH:22][CH:23]2[CH2:28][C:27]([CH3:30])([CH3:29])[NH:26][C:25]([CH3:32])([CH3:31])[CH2:24]2)[N:17]=1, predict the reaction product. The product is: [CH3:1][O:2][C:3]1[CH:4]=[CH:5][C:6]2[CH:10]=[C:9]([C:20]3[CH:21]=[CH:16][N:17]=[C:18]([NH:22][CH:23]4[CH2:28][C:27]([CH3:30])([CH3:29])[NH:26][C:25]([CH3:32])([CH3:31])[CH2:24]4)[N:19]=3)[S:8][C:7]=2[CH:14]=1. (6) Given the reactants [OH:1][CH2:2][C:3](=[CH2:6])[C:4]#[N:5].[CH3:7][NH:8][CH3:9], predict the reaction product. The product is: [OH:1][CH2:2][CH:3]([CH2:6][N:8]([CH3:9])[CH3:7])[C:4]#[N:5]. (7) Given the reactants Br[C:2]1[CH:3]=[CH:4][C:5]([C:8]#[N:9])=[N:6][CH:7]=1.[CH:10]1([CH:16]=[CH:17]B(O)O)[CH2:15][CH2:14][CH2:13][CH2:12][CH2:11]1.C(Cl)Cl.C([O-])([O-])=O.[Na+].[Na+], predict the reaction product. The product is: [CH:10]1(/[CH:16]=[CH:17]/[C:2]2[CH:3]=[CH:4][C:5]([C:8]#[N:9])=[N:6][CH:7]=2)[CH2:15][CH2:14][CH2:13][CH2:12][CH2:11]1.